Dataset: Experimentally validated miRNA-target interactions with 360,000+ pairs, plus equal number of negative samples. Task: Binary Classification. Given a miRNA mature sequence and a target amino acid sequence, predict their likelihood of interaction. (1) The miRNA is dre-miR-92a-3p with sequence UAUUGCACUUGUCCCGGCCUGU. The protein sequence of the target gene is MPRGWAAPLLLLLLQGGWGCPDLVCYTDYLQTVICILEMWNLHPSTLTLTWQDQYEELKDEATSCSLHRSAHNATHATYTCHMDVFHFMADDIFSVNITDQSGNYSQECGSFLLAESIKPAPPFNVTVTFSGQYNISWRSDYEDPAFYMLKGKLQYELQYRNRGDPWAVSPRRKLISVDSRSVSLLPLEFRKDSSYELQVRAGPMPGSSYQGTWSEWSDPVIFQTQSEELKEGWNPHLLLLLLLVIVFIPAFWSLKTHPLWRLWKKIWAVPSPERFFMPLYKGCSGDFKKWVGAPFTGSS.... Result: 0 (no interaction). (2) The miRNA is hsa-miR-668-5p with sequence UGCGCCUCGGGUGAGCAUG. The protein sequence of the target gene is MTAGTVVITGGILATVILLCIIAVLCYCRLQYYCCKKDESEEDEEEPDFAVHSHLPPLHSNRNLVLTNGPALYPAATTSFSQKSPQARALCRSCSHYEPPTFFLQEPEDEDFEGVRNGGGRVAYKSISQEDVELPSASFGGLQALNPNRLSAMREAFSRSRSVSTDV. Result: 0 (no interaction). (3) The miRNA is hsa-miR-4480 with sequence AGCCAAGUGGAAGUUACUUUA. The protein sequence of the target gene is MTQDRPLLAVQEALKKCFPVVEEQQGLWQSALRDCQPLLSSLSNLAEQLQAAQNLRFEDVPALRAFPDLKERLRRKQLVAGDIVLDKLGERLAILLKVRDMVSSHVERVFQIYEQHADTVGIDAVLQPSAVSPSVADMLEWLQDIERHYRKSYLKRKYLLSSIQWGDLANIQALPKAWDRISKDEHQDLVQDILLNVSFFLEE. Result: 1 (interaction). (4) The miRNA is dme-miR-303-5p with sequence UUUAGGUUUCACAGGAAACUGGU. The protein sequence of the target gene is MSKLSFRARALDASKPLPVFRCEDLPDLHEYASINRAVPQMPTGMEKEEESEHHLQRAISAQQVYGEKRDNMVIPVPEAESNIAYYESIYPGEFRMPKQLIHIQPFSLDAEQPDYDLDSEDEVFVNKLKKKMDICPLQFEEMIDRLEKGSGQQPVSLQEAKLLLKEDDELIREVYEYWIKKRKTCRGSSLIPLVKQEKRDGSSTNDPYVAFRRRTEKMQTRKNRKNDEASYEKMLKLRRDLSRAVTILEMIKRREKSKRELLHLTLEIMEKRYNLGDYSGEIMSEVMAQRQPVKPTYAIP.... Result: 0 (no interaction). (5) The miRNA is hsa-miR-3929 with sequence GAGGCUGAUGUGAGUAGACCACU. The protein sequence of the target gene is MGEPQQVSALPPPPMQYIKEYTDENIQEGLAPKPPPPIKDSYMMFGNQFQCDDLIIRPLESQGIERLHPMQFDHKKELRKLNMSILINFLDLLDILIRSPGSIKREEKLEDLKLLFVHVHHLINEYRPHQARETLRVMMEVQKRQRLETAERFQKHLERVIEMIQNCLASLPDDLPHSEAGMRVKTEPMDADDSNNCTGQNEHQRENSGHRRDQIIEKDAALCVLIDEMNERP. Result: 1 (interaction). (6) The miRNA is mmu-miR-467f with sequence AUAUACACACACACACCUACA. The protein sequence of the target gene is MADSAELKQMVMSLRVSELQVLLGYAGRNKHGRKHELLTKALHLLKAGCSPAVQMKIKELYRRRFPQKIMTPADLSIPNVHSSPMPPTLSPSTIPQLTYDGHPASSPLLPVSLLGPKHELELPHLTSALHPVHPDIKLQKLPFYDLLDELIKPTSLASDNSQRFRETCFAFALTPQQVQQISSSMDISGTKCDFTVQVQLRFCLSETSCPQEDHFPPNLCVKVNTKPCSLPGYLPPTKNGVEPKRPSRPINITSLVRLSTTVPNTIVVSWTAEIGRTYSMAVYLVKQLSSTVLLQRLRAK.... Result: 1 (interaction).